From a dataset of Reaction yield outcomes from USPTO patents with 853,638 reactions. Predict the reaction yield, written as a fraction of the theoretical maximum amount of product (1.0 means a 100% yield; for example, 0.34 means a 34% yield). (1) The reactants are C1N=CN(C(N2C=NC=C2)=O)C=1.[O:13]=[C:14]1[CH2:17][CH:16]([C:18]([OH:20])=O)[CH2:15]1.[CH3:21][NH:22][CH2:23][C:24]1[CH:29]=[CH:28][CH:27]=[CH:26][CH:25]=1. The catalyst is C1COCC1. The product is [CH2:23]([N:22]([CH3:21])[C:18]([CH:16]1[CH2:15][C:14](=[O:13])[CH2:17]1)=[O:20])[C:24]1[CH:29]=[CH:28][CH:27]=[CH:26][CH:25]=1. The yield is 0.640. (2) The reactants are [C:1]1([CH3:8])[C:6]([OH:7])=[CH:5][CH:4]=[CH:3][CH:2]=1.N(C(C)C)C(C)C.C1C(=O)N([Br:23])C(=O)C1.S(=O)(=O)(O)O. The catalyst is C(Cl)Cl.O. The product is [Br:23][C:5]1[CH:4]=[CH:3][CH:2]=[C:1]([CH3:8])[C:6]=1[OH:7]. The yield is 0.970. (3) The reactants are C(N(CC)CC)C.[OH:8][CH:9]([C:14]1[N:15]=[CH:16][NH:17][CH:18]=1)[CH2:10][C:11]([OH:13])=O.CN(C(ON1N=NC2C=CC=CC1=2)=[N+](C)C)C.[B-](F)(F)(F)F.Cl.[NH2:42][C@H:43]([CH2:62][C:63]1[CH:68]=[CH:67][C:66]([O:69][CH3:70])=[CH:65][CH:64]=1)[C:44]([N:46]1[CH2:49][C:48]([O:57][CH2:58][CH2:59][CH2:60][CH3:61])([C:50]2[CH:55]=[CH:54][CH:53]=[CH:52][C:51]=2[CH3:56])[CH2:47]1)=[O:45].[OH-].[Na+]. The catalyst is CN(C)C=O. The product is [CH2:58]([O:57][C:48]1([C:50]2[CH:55]=[CH:54][CH:53]=[CH:52][C:51]=2[CH3:56])[CH2:49][N:46]([C:44](=[O:45])[C@H:43]([NH:42][C:11](=[O:13])[CH2:10][CH:9]([OH:8])[C:14]2[N:15]=[CH:16][NH:17][CH:18]=2)[CH2:62][C:63]2[CH:68]=[CH:67][C:66]([O:69][CH3:70])=[CH:65][CH:64]=2)[CH2:47]1)[CH2:59][CH2:60][CH3:61]. The yield is 0.0500. (4) The reactants are [CH3:1][CH:2]([NH:6][CH2:7][C:8]1[S:12][C:11](B(O)O)=[CH:10][CH:9]=1)[CH2:3][O:4][CH3:5].Br[C:17]1[CH:18]=[C:19]2[C:23](=[C:24]([C:26]([NH2:28])=[O:27])[CH:25]=1)[NH:22][CH:21]=[C:20]2[CH:29]1[CH2:34][CH2:33][N:32]([S:35]([CH2:38][CH3:39])(=[O:37])=[O:36])[CH2:31][CH2:30]1.C(=O)([O-])[O-].[K+].[K+]. The yield is 0.340. The catalyst is C1C=CC([P]([Pd]([P](C2C=CC=CC=2)(C2C=CC=CC=2)C2C=CC=CC=2)([P](C2C=CC=CC=2)(C2C=CC=CC=2)C2C=CC=CC=2)[P](C2C=CC=CC=2)(C2C=CC=CC=2)C2C=CC=CC=2)(C2C=CC=CC=2)C2C=CC=CC=2)=CC=1.CO.O.O1CCOCC1. The product is [CH2:38]([S:35]([N:32]1[CH2:31][CH2:30][CH:29]([C:20]2[C:19]3[C:23](=[C:24]([C:26]([NH2:28])=[O:27])[CH:25]=[C:17]([C:11]4[S:12][C:8]([CH2:7][NH:6][CH:2]([CH3:1])[CH2:3][O:4][CH3:5])=[CH:9][CH:10]=4)[CH:18]=3)[NH:22][CH:21]=2)[CH2:34][CH2:33]1)(=[O:37])=[O:36])[CH3:39].